Dataset: Forward reaction prediction with 1.9M reactions from USPTO patents (1976-2016). Task: Predict the product of the given reaction. (1) Given the reactants [OH:1][CH:2]([C:8]1[C:17]2[C:12](=[CH:13][CH:14]=[CH:15][CH:16]=2)[CH:11]=[CH:10][C:9]=1[O:18][CH2:19][C:20]1[CH:25]=[CH:24][CH:23]=[CH:22][CH:21]=1)[C:3]([O:5][CH2:6][CH3:7])=[O:4].Cl(O)(=O)(=O)=O.C(=O)(O)[O-].[Na+].O, predict the reaction product. The product is: [CH2:19]([O:18][C:9]1[CH:10]=[CH:11][C:12]2[C:17](=[CH:16][CH:15]=[CH:14][CH:13]=2)[C:8]=1[CH:2]([O:1][C:8]([CH3:17])([CH3:9])[CH3:2])[C:3]([O:5][CH2:6][CH3:7])=[O:4])[C:20]1[CH:21]=[CH:22][CH:23]=[CH:24][CH:25]=1. (2) Given the reactants [Br:1][C:2]1[CH:7]=[CH:6][C:5]([CH:8]([OH:10])[CH3:9])=[C:4]([Cl:11])[CH:3]=1.[C:12]1(O)[CH:17]=[CH:16][CH:15]=[CH:14][CH:13]=1.C1(P(C2C=CC=CC=2)C2C=CC=CC=2)C=CC=CC=1.N(C(OC(C)C)=O)=NC(OC(C)C)=O, predict the reaction product. The product is: [Br:1][C:2]1[CH:7]=[CH:6][C:5]([CH:8]([O:10][C:12]2[CH:17]=[CH:16][CH:15]=[CH:14][CH:13]=2)[CH3:9])=[C:4]([Cl:11])[CH:3]=1. (3) Given the reactants [F:1][C:2]1[C:7]2[N:8]([CH3:13])[C:9](=[O:12])[O:10][CH2:11][C:6]=2[CH:5]=[C:4]([NH:14][CH2:15][C@@H:16]([OH:21])[C:17]([O:19][CH3:20])=[O:18])[CH:3]=1.[C:22](OCC)(=[O:24])C, predict the reaction product. The product is: [F:1][C:2]1[C:7]2[N:8]([CH3:13])[C:9](=[O:12])[O:10][CH2:11][C:6]=2[CH:5]=[C:4]([N:14]2[CH2:15][C@H:16]([C:17]([O:19][CH3:20])=[O:18])[O:21][C:22]2=[O:24])[CH:3]=1.